From a dataset of Catalyst prediction with 721,799 reactions and 888 catalyst types from USPTO. Predict which catalyst facilitates the given reaction. (1) Reactant: Br[C:2]1[CH:3]=[C:4]2[C:9](=[C:10]([O:12][CH3:13])[CH:11]=1)[N:8]=[C:7]([Cl:14])[N:6]=[C:5]2[N:15]1[CH2:20][CH2:19][O:18][CH2:17][CH2:16]1.CN(C)C=O.[F:26][C:27]1[CH:32]=[CH:31][CH:30]=[C:29]([F:33])[C:28]=1[S:34]([NH:37][C:38]1[CH:43]=[CH:42][CH:41]=[C:40](B2OC(C)(C)C(C)(C)O2)[C:39]=1[F:53])(=[O:36])=[O:35].C(=O)([O-])[O-].[Na+].[Na+]. Product: [Cl:14][C:7]1[N:6]=[C:5]([N:15]2[CH2:20][CH2:19][O:18][CH2:17][CH2:16]2)[C:4]2[C:9](=[C:10]([O:12][CH3:13])[CH:11]=[C:2]([C:40]3[C:39]([F:53])=[C:38]([NH:37][S:34]([C:28]4[C:27]([F:26])=[CH:32][CH:31]=[CH:30][C:29]=4[F:33])(=[O:35])=[O:36])[CH:43]=[CH:42][CH:41]=3)[CH:3]=2)[N:8]=1. The catalyst class is: 189. (2) Reactant: [F:1][C:2]1[C:7]([OH:8])=[CH:6][CH:5]=[CH:4][C:3]=1[CH:9]([CH2:14][CH3:15])[CH2:10][C:11]([OH:13])=[O:12].[CH3:16]O.S(=O)(=O)(O)O. Product: [F:1][C:2]1[C:7]([OH:8])=[CH:6][CH:5]=[CH:4][C:3]=1[CH:9]([CH2:14][CH3:15])[CH2:10][C:11]([O:13][CH3:16])=[O:12]. The catalyst class is: 28.